The task is: Predict which catalyst facilitates the given reaction.. This data is from Catalyst prediction with 721,799 reactions and 888 catalyst types from USPTO. Reactant: [CH3:1][C:2]([CH3:9])([CH2:7][OH:8])[C:3]([O:5][CH3:6])=[O:4].CC(OI1(OC(C)=O)(OC(C)=O)OC(=O)C2C=CC=CC1=2)=O.[OH-].[Na+]. Product: [CH3:1][C:2]([CH3:9])([CH:7]=[O:8])[C:3]([O:5][CH3:6])=[O:4]. The catalyst class is: 2.